Dataset: Reaction yield outcomes from USPTO patents with 853,638 reactions. Task: Predict the reaction yield, written as a fraction of the theoretical maximum amount of product (1.0 means a 100% yield; for example, 0.34 means a 34% yield). (1) The product is [F:31][C:28]1[N:29]=[CH:30][C:25]([CH2:24][N:21]2[CH2:20][CH2:19][N:18]([C:16]([O:15][C:11]([CH3:14])([CH3:13])[CH3:12])=[O:17])[CH2:23][CH2:22]2)=[CH:26][C:27]=1[C:2]1[N:7]=[C:6]([CH3:8])[N:5]=[C:4]([S:9][CH3:10])[N:3]=1. The reactants are Cl[C:2]1[N:7]=[C:6]([CH3:8])[N:5]=[C:4]([S:9][CH3:10])[N:3]=1.[C:11]([O:15][C:16]([N:18]1[CH2:23][CH2:22][N:21]([CH2:24][C:25]2[CH:26]=[C:27](B(O)O)[C:28]([F:31])=[N:29][CH:30]=2)[CH2:20][CH2:19]1)=[O:17])([CH3:14])([CH3:13])[CH3:12].C([O-])([O-])=O.[Na+].[Na+].[O-]S([O-])(=O)=O.[Na+].[Na+]. The catalyst is C1C=CC([P]([Pd]([P](C2C=CC=CC=2)(C2C=CC=CC=2)C2C=CC=CC=2)([P](C2C=CC=CC=2)(C2C=CC=CC=2)C2C=CC=CC=2)[P](C2C=CC=CC=2)(C2C=CC=CC=2)C2C=CC=CC=2)(C2C=CC=CC=2)C2C=CC=CC=2)=CC=1.O.O1CCOCC1. The yield is 0.740. (2) The reactants are [C:1](=[NH:14])([C:8]1C=CC=CC=1)[C:2]1[CH:7]=CC=CC=1.C(=O)([O-])[O-:16].[Cs+].[Cs+].C1(P(C2C=CC=CC=2)C2[C:41]3[O:40][C:39]4C(=CC=CC=4P(C4C=CC=CC=4)C4C=CC=CC=4)C(C)(C)[C:32]=3C=CC=2)C=CC=CC=1.Cl.[O:64]1[CH2:68][CH2:67][CH2:66][CH2:65]1. The catalyst is C1C=CC(/C=C/C(/C=C/C2C=CC=CC=2)=O)=CC=1.C1C=CC(/C=C/C(/C=C/C2C=CC=CC=2)=O)=CC=1.C1C=CC(/C=C/C(/C=C/C2C=CC=CC=2)=O)=CC=1.[Pd].[Pd]. The product is [NH2:14][C:1]1[CH:2]=[CH:7][C:67]2[C@H:66]([CH2:32][C:41]([O:40][CH3:39])=[O:16])[CH2:65][O:64][C:68]=2[CH:8]=1. The yield is 0.500. (3) The reactants are [NH2:1][C:2]1[CH:9]=[CH:8][C:5]([C:6]#[N:7])=[CH:4][N:3]=1.[CH3:10][CH:11]1[CH2:16][C:15](=[O:17])[O:14][C:13](=[O:18])[CH2:12]1.C1(C)C=CC=CC=1.CS(C)=O. The catalyst is O. The product is [C:6]([C:5]1[CH:8]=[CH:9][C:2]([NH:1][C:15]([CH2:16][CH:11]([CH3:10])[CH2:12][C:13]([OH:18])=[O:14])=[O:17])=[N:3][CH:4]=1)#[N:7]. The yield is 0.145. (4) The reactants are [CH:1]1([S:4](Cl)(=[O:6])=[O:5])[CH2:3][CH2:2]1.[NH2:8][C:9]1[C:14]([NH:15][C:16]2[CH:21]=[CH:20][C:19]([Br:22])=[CH:18][C:17]=2[F:23])=[C:13]([CH3:24])[C:12](=[O:25])[N:11]2[CH2:26][CH2:27][N:28]([CH2:29][C:30]3[CH:35]=[CH:34][CH:33]=[CH:32][CH:31]=3)[C:10]=12.C(OC(=O)C)C. The catalyst is N1C=CC=CC=1. The product is [CH2:29]([N:28]1[C:10]2=[C:9]([NH:8][S:4]([CH:1]3[CH2:3][CH2:2]3)(=[O:6])=[O:5])[C:14]([NH:15][C:16]3[CH:21]=[CH:20][C:19]([Br:22])=[CH:18][C:17]=3[F:23])=[C:13]([CH3:24])[C:12](=[O:25])[N:11]2[CH2:26][CH2:27]1)[C:30]1[CH:35]=[CH:34][CH:33]=[CH:32][CH:31]=1. The yield is 0.0600.